From a dataset of NCI-60 drug combinations with 297,098 pairs across 59 cell lines. Regression. Given two drug SMILES strings and cell line genomic features, predict the synergy score measuring deviation from expected non-interaction effect. (1) Synergy scores: CSS=8.17, Synergy_ZIP=-2.23, Synergy_Bliss=-2.36, Synergy_Loewe=-3.09, Synergy_HSA=-3.43. Cell line: SNB-19. Drug 1: C(CC(=O)O)C(=O)CN.Cl. Drug 2: C(CN)CNCCSP(=O)(O)O. (2) Drug 1: COC1=CC(=CC(=C1O)OC)C2C3C(COC3=O)C(C4=CC5=C(C=C24)OCO5)OC6C(C(C7C(O6)COC(O7)C8=CC=CS8)O)O. Drug 2: CC1C(C(CC(O1)OC2CC(CC3=C2C(=C4C(=C3O)C(=O)C5=C(C4=O)C(=CC=C5)OC)O)(C(=O)CO)O)N)O.Cl. Cell line: NCI/ADR-RES. Synergy scores: CSS=14.3, Synergy_ZIP=-4.76, Synergy_Bliss=0.764, Synergy_Loewe=0.357, Synergy_HSA=1.50. (3) Drug 1: CN1C2=C(C=C(C=C2)N(CCCl)CCCl)N=C1CCCC(=O)O.Cl. Drug 2: C1=NNC2=C1C(=O)NC=N2. Cell line: HOP-62. Synergy scores: CSS=4.18, Synergy_ZIP=0.776, Synergy_Bliss=3.33, Synergy_Loewe=-1.54, Synergy_HSA=-0.343. (4) Drug 1: C1CN1C2=NC(=NC(=N2)N3CC3)N4CC4. Cell line: NCI-H322M. Drug 2: CCN(CC)CCCC(C)NC1=C2C=C(C=CC2=NC3=C1C=CC(=C3)Cl)OC. Synergy scores: CSS=13.6, Synergy_ZIP=-3.15, Synergy_Bliss=5.05, Synergy_Loewe=-1.32, Synergy_HSA=3.82. (5) Cell line: OVCAR-8. Synergy scores: CSS=47.3, Synergy_ZIP=1.52, Synergy_Bliss=0.154, Synergy_Loewe=-18.2, Synergy_HSA=0.777. Drug 2: C#CCC(CC1=CN=C2C(=N1)C(=NC(=N2)N)N)C3=CC=C(C=C3)C(=O)NC(CCC(=O)O)C(=O)O. Drug 1: CC1=C2C(C(=O)C3(C(CC4C(C3C(C(C2(C)C)(CC1OC(=O)C(C(C5=CC=CC=C5)NC(=O)OC(C)(C)C)O)O)OC(=O)C6=CC=CC=C6)(CO4)OC(=O)C)O)C)O. (6) Drug 1: C1=NC2=C(N1)C(=S)N=CN2. Drug 2: C1C(C(OC1N2C=NC3=C2NC=NCC3O)CO)O. Cell line: IGROV1. Synergy scores: CSS=1.61, Synergy_ZIP=0.784, Synergy_Bliss=1.40, Synergy_Loewe=-1.76, Synergy_HSA=-1.84. (7) Drug 1: C1=CC(=CC=C1CCC2=CNC3=C2C(=O)NC(=N3)N)C(=O)NC(CCC(=O)O)C(=O)O. Drug 2: CNC(=O)C1=NC=CC(=C1)OC2=CC=C(C=C2)NC(=O)NC3=CC(=C(C=C3)Cl)C(F)(F)F. Cell line: OVCAR3. Synergy scores: CSS=33.5, Synergy_ZIP=-1.03, Synergy_Bliss=-0.130, Synergy_Loewe=1.14, Synergy_HSA=2.23.